Predict which catalyst facilitates the given reaction. From a dataset of Catalyst prediction with 721,799 reactions and 888 catalyst types from USPTO. (1) Reactant: Cl.Cl.[F:3][C@H:4]1[C:8]2[N:9]=[CH:10][N:11]=[C:12]([N:13]3[CH2:18][CH2:17][NH:16][CH2:15][CH2:14]3)[C:7]=2[C@H:6]([CH3:19])[CH2:5]1.C(OC([N:27]([CH2:40][CH:41]1[CH2:43][CH2:42]1)[CH2:28][C@H:29]([C:33]1[CH:38]=[CH:37][C:36]([Cl:39])=[CH:35][CH:34]=1)[C:30](O)=[O:31])=O)(C)(C)C.C(N(C(C)C)CC)(C)C.CN(C(ON1N=NC2C=CC=CC1=2)=[N+](C)C)C.F[P-](F)(F)(F)(F)F. Product: [Cl:39][C:36]1[CH:35]=[CH:34][C:33]([C@@H:29]([CH2:28][NH:27][CH2:40][CH:41]2[CH2:43][CH2:42]2)[C:30]([N:16]2[CH2:15][CH2:14][N:13]([C:12]3[C:7]4[C@H:6]([CH3:19])[CH2:5][C@@H:4]([F:3])[C:8]=4[N:9]=[CH:10][N:11]=3)[CH2:18][CH2:17]2)=[O:31])=[CH:38][CH:37]=1. The catalyst class is: 2. (2) Reactant: [CH3:1][S:2]([O:5][C:6]1[CH:11]=[CH:10][CH:9]=[C:8]([C:12]2[O:13][C:14]([CH3:29])=[C:15]([CH2:17][O:18][C:19]3[CH:24]=[CH:23][C:22]([CH:25]=[O:26])=[CH:21][C:20]=3[O:27][CH3:28])[N:16]=2)[CH:7]=1)(=[O:4])=[O:3].C(O)C.[BH4-].[Na+].O. Product: [CH3:1][S:2]([O:5][C:6]1[CH:11]=[CH:10][CH:9]=[C:8]([C:12]2[O:13][C:14]([CH3:29])=[C:15]([CH2:17][O:18][C:19]3[CH:24]=[CH:23][C:22]([CH2:25][OH:26])=[CH:21][C:20]=3[O:27][CH3:28])[N:16]=2)[CH:7]=1)(=[O:3])=[O:4]. The catalyst class is: 7. (3) Reactant: [CH:1]1([CH2:6][CH2:7][C:8]([NH:10][C:11]2[CH:12]=[CH:13][C:14]3[C:19](=[O:20])[O:18][C:17]([CH3:22])([CH3:21])[O:16][C:15]=3[CH:23]=2)=O)[CH2:5][CH2:4][CH2:3][CH2:2]1.B. Product: [CH:1]1([CH2:6][CH2:7][CH2:8][NH:10][C:11]2[CH:12]=[CH:13][C:14]3[C:19](=[O:20])[O:18][C:17]([CH3:21])([CH3:22])[O:16][C:15]=3[CH:23]=2)[CH2:5][CH2:4][CH2:3][CH2:2]1. The catalyst class is: 1. (4) Reactant: [F:1][C:2]1[CH:7]=[CH:6][C:5]([C:8](=[O:20])[CH2:9][CH2:10][CH2:11][C:12]([N:14]2[CH2:19][CH2:18][O:17][CH2:16][CH2:15]2)=[O:13])=[CH:4][CH:3]=1.B(Cl)(C1C(C)C2C(C)(C)C(C2)C1)C1C(C)C2C(C)(C)C(C2)C1. Product: [F:1][C:2]1[CH:7]=[CH:6][C:5]([C:8](=[O:20])[CH2:9][CH2:10][CH2:11][CH:12]([OH:13])[N:14]2[CH2:19][CH2:18][O:17][CH2:16][CH2:15]2)=[CH:4][CH:3]=1. The catalyst class is: 11. (5) Reactant: [NH:1]1[CH2:6][CH2:5][CH2:4][CH2:3][CH:2]1[C:7]([O:9][CH2:10][CH3:11])=[O:8].C(N(CC)C(C)C)(C)C.Cl[C:22](=[O:27])[C:23]([O:25][CH3:26])=[O:24]. Product: [O:27]=[C:22]([N:1]1[CH2:6][CH2:5][CH2:4][CH2:3][C@H:2]1[C:7]([O:9][CH2:10][CH3:11])=[O:8])[C:23](=[O:24])[O:25][CH3:26]. The catalyst class is: 2. (6) Reactant: C(N(CC)CC)C.[Cl:8][C:9]1[CH:10]=[C:11]2[C:16](=[CH:17][CH:18]=1)[NH:15][C:14]1[CH2:19][CH2:20][CH2:21][CH2:22][CH2:23][C:13]=1[C:12]2=[O:24].[S:25](O[S:25]([C:28]([F:31])([F:30])[F:29])(=[O:27])=[O:26])([C:28]([F:31])([F:30])[F:29])(=[O:27])=[O:26]. Product: [F:29][C:28]([F:31])([F:30])[S:25]([O:24][C:12]1[C:11]2[C:16](=[CH:17][CH:18]=[C:9]([Cl:8])[CH:10]=2)[N:15]=[C:14]2[CH2:19][CH2:20][CH2:21][CH2:22][CH2:23][C:13]=12)(=[O:27])=[O:26]. The catalyst class is: 2. (7) Reactant: C([O:3][C:4]([CH:6]1[CH2:11][CH2:10][CH:9]([N:12]2[CH2:18][CH2:17][CH2:16][C@H:15]([N:19]([CH2:26][C:27]3[CH:32]=[C:31]([C:33]([F:36])([F:35])[F:34])[CH:30]=[C:29]([C:37]([F:40])([F:39])[F:38])[CH:28]=3)[C:20]3[N:21]=[N:22][N:23]([CH3:25])[N:24]=3)[C:14]3[CH:41]=[C:42]([CH3:49])[C:43]([C:45]([F:48])([F:47])[F:46])=[CH:44][C:13]2=3)[CH2:8][CH2:7]1)=[O:5])C.[OH-].[Na+].Cl. Product: [F:35][C:33]([F:34])([F:36])[C:31]1[CH:32]=[C:27]([CH:28]=[C:29]([C:37]([F:40])([F:38])[F:39])[CH:30]=1)[CH2:26][N:19]([C:20]1[N:21]=[N:22][N:23]([CH3:25])[N:24]=1)[C@H:15]1[CH2:16][CH2:17][CH2:18][N:12]([CH:9]2[CH2:10][CH2:11][CH:6]([C:4]([OH:5])=[O:3])[CH2:7][CH2:8]2)[C:13]2[CH:44]=[C:43]([C:45]([F:46])([F:47])[F:48])[C:42]([CH3:49])=[CH:41][C:14]1=2. The catalyst class is: 24. (8) Reactant: [C:1]([O:5][C:6]([N:8]1[CH2:13][CH2:12][CH:11]([C:14]2[CH:18]=[CH:17][S:16][C:15]=2[C:19](OC)=[O:20])[CH2:10][CH2:9]1)=[O:7])([CH3:4])([CH3:3])[CH3:2].CO. Product: [C:1]([O:5][C:6]([N:8]1[CH2:13][CH2:12][CH:11]([C:14]2[CH:18]=[CH:17][S:16][C:15]=2[CH2:19][OH:20])[CH2:10][CH2:9]1)=[O:7])([CH3:4])([CH3:2])[CH3:3]. The catalyst class is: 1. (9) Reactant: [CH3:1][O:2][C:3]1[CH:12]=[CH:11][C:6]([C:7](=O)[CH2:8]Br)=[CH:5][CH:4]=1.[C:13]([N:16]1[CH2:21][CH2:20][N:19]([C:22]([O:24][C:25]([CH3:28])([CH3:27])[CH3:26])=[O:23])[CH2:18][CH:17]1[CH2:29][O:30][C:31]1[CH:32]=[N:33][CH:34]=[CH:35][CH:36]=1)(=[S:15])[NH2:14]. Product: [CH3:1][O:2][C:3]1[CH:12]=[CH:11][C:6]([C:7]2[N:14]=[C:13]([N:16]3[CH2:21][CH2:20][N:19]([C:22]([O:24][C:25]([CH3:28])([CH3:26])[CH3:27])=[O:23])[CH2:18][CH:17]3[CH2:29][O:30][C:31]3[CH:32]=[N:33][CH:34]=[CH:35][CH:36]=3)[S:15][CH:8]=2)=[CH:5][CH:4]=1. The catalyst class is: 1.